Dataset: Forward reaction prediction with 1.9M reactions from USPTO patents (1976-2016). Task: Predict the product of the given reaction. (1) Given the reactants [Br:1][C:2]1[CH:3]=[C:4]([S:15][C:16]2[N:17]([CH3:25])[C:18]([C:21](OC)=[O:22])=[CH:19][N:20]=2)[C:5]([NH:8][C:9]2[S:10][CH:11]=[C:12]([CH3:14])[N:13]=2)=[N:6][CH:7]=1.CC(C[AlH]CC(C)C)C, predict the reaction product. The product is: [Br:1][C:2]1[CH:3]=[C:4]([S:15][C:16]2[N:17]([CH3:25])[C:18]([CH2:21][OH:22])=[CH:19][N:20]=2)[C:5]([NH:8][C:9]2[S:10][CH:11]=[C:12]([CH3:14])[N:13]=2)=[N:6][CH:7]=1. (2) Given the reactants [F:1][C:2]1[CH:7]=[C:6]([N+:8]([O-:10])=[O:9])[CH:5]=[C:4]([F:11])[C:3]=1[OH:12].C(N(C(C)C)CC)(C)C.[CH3:22][O:23][CH2:24]Cl, predict the reaction product. The product is: [F:1][C:2]1[CH:7]=[C:6]([N+:8]([O-:10])=[O:9])[CH:5]=[C:4]([F:11])[C:3]=1[O:12][CH2:22][O:23][CH3:24]. (3) Given the reactants [N+:1]([C:4]1[CH:5]=[C:6]([C:14]2[CH:19]=[CH:18][CH:17]=[CH:16][CH:15]=2)[CH:7]=[C:8]([N+:11]([O-])=O)[C:9]=1[NH2:10])([O-])=O, predict the reaction product. The product is: [C:6]1([C:14]2[CH:19]=[CH:18][CH:17]=[CH:16][CH:15]=2)[CH:7]=[C:8]([NH2:11])[C:9]([NH2:10])=[C:4]([NH2:1])[CH:5]=1. (4) Given the reactants [F:1][C:2]1[CH:7]=[C:6]([N+:8]([O-:10])=[O:9])[CH:5]=[CH:4][C:3]=1[CH3:11].BrN1C(=O)CCC1=O.[NH:20]1[CH2:25][CH2:24][O:23][CH2:22][CH2:21]1, predict the reaction product. The product is: [F:1][C:2]1[CH:7]=[C:6]([N+:8]([O-:10])=[O:9])[CH:5]=[CH:4][C:3]=1[CH2:11][N:20]1[CH2:25][CH2:24][O:23][CH2:22][CH2:21]1. (5) Given the reactants [Cl:1][C:2]1[CH:23]=[CH:22][CH:21]=[C:20]([Cl:24])[C:3]=1[C:4]([NH:6][C@H:7]([C:16]([O:18][CH3:19])=[O:17])[CH2:8][C:9]1[CH:14]=[CH:13][C:12]([OH:15])=[CH:11][CH:10]=1)=[O:5].O[CH2:26][C:27]([C:30]1[N:39]=[C:38]2[C:33]([CH2:34][CH2:35][CH2:36][N:37]2[C:40]([O:42][C:43]([CH3:46])([CH3:45])[CH3:44])=[O:41])=[CH:32][CH:31]=1)([CH3:29])[CH3:28].C1(P(C2C=CC=CC=2)C2C=CC=CC=2)C=CC=CC=1.C1CCN(C(N=NC(N2CCCCC2)=O)=O)CC1, predict the reaction product. The product is: [Cl:1][C:2]1[CH:23]=[CH:22][CH:21]=[C:20]([Cl:24])[C:3]=1[C:4]([NH:6][C@H:7]([C:16]([O:18][CH3:19])=[O:17])[CH2:8][C:9]1[CH:10]=[CH:11][C:12]([O:15][CH2:29][C:27]([C:30]2[N:39]=[C:38]3[C:33]([CH2:34][CH2:35][CH2:36][N:37]3[C:40]([O:42][C:43]([CH3:46])([CH3:45])[CH3:44])=[O:41])=[CH:32][CH:31]=2)([CH3:26])[CH3:28])=[CH:13][CH:14]=1)=[O:5]. (6) Given the reactants [Br:1][C:2]1[C:10]2[N:9]=[C:8]([CH3:11])[NH:7][C:6]=2[CH:5]=[C:4]([N:12]2[CH2:17][CH2:16][O:15][CH2:14][CH2:13]2)[CH:3]=1.Br[CH2:19][C:20]1[CH:25]=[CH:24][CH:23]=[CH:22][C:21]=1[Cl:26].C(=O)([O-])[O-].[K+].[K+].O, predict the reaction product. The product is: [Br:1][C:2]1[C:10]2[N:9]=[C:8]([CH3:11])[N:7]([CH2:19][C:20]3[CH:25]=[CH:24][CH:23]=[CH:22][C:21]=3[Cl:26])[C:6]=2[CH:5]=[C:4]([N:12]2[CH2:17][CH2:16][O:15][CH2:14][CH2:13]2)[CH:3]=1.